Dataset: Forward reaction prediction with 1.9M reactions from USPTO patents (1976-2016). Task: Predict the product of the given reaction. Given the reactants Cl[C:2]1[N:7]=[C:6]([Cl:8])[N:5]=[CH:4][N:3]=1.[NH:9]1[CH2:14][CH2:13][CH:12]([C:15]([NH2:17])=[O:16])[CH2:11][CH2:10]1.CCN(C(C)C)C(C)C, predict the reaction product. The product is: [Cl:8][C:6]1[N:5]=[CH:4][N:3]=[C:2]([N:9]2[CH2:14][CH2:13][CH:12]([C:15]([NH2:17])=[O:16])[CH2:11][CH2:10]2)[N:7]=1.